From a dataset of Reaction yield outcomes from USPTO patents with 853,638 reactions. Predict the reaction yield, written as a fraction of the theoretical maximum amount of product (1.0 means a 100% yield; for example, 0.34 means a 34% yield). (1) The reactants are [Cl:1][C:2]1[C:7]([S:8]([N:11]([CH3:13])[CH3:12])(=[O:10])=[O:9])=[C:6]([OH:14])[C:5]([NH:15][C:16]2[C:19](=[O:20])[C:18](=[O:21])[C:17]=2OCC)=[CH:4][CH:3]=1.[CH3:25][C:26]1[O:30][C:29]([CH:31]([NH2:37])[CH:32]2[CH2:36][CH2:35][CH2:34][S:33]2)=[CH:28][CH:27]=1. The catalyst is CO. The product is [Cl:1][C:2]1[C:7]([S:8]([N:11]([CH3:13])[CH3:12])(=[O:10])=[O:9])=[C:6]([OH:14])[C:5]([NH:15][C:16]2[C:19](=[O:20])[C:18](=[O:21])[C:17]=2[NH:37][CH:31]([C:29]2[O:30][C:26]([CH3:25])=[CH:27][CH:28]=2)[CH:32]2[CH2:36][CH2:35][CH2:34][S:33]2)=[CH:4][CH:3]=1. The yield is 0.850. (2) The reactants are [C:1]([C:4]1[CH:9]=[CH:8][CH:7]=[CH:6][C:5]=1[NH:10][C:11]1[CH:35]=[CH:34][C:14]([CH2:15][C@@H:16]([C:25]([O:27][CH2:28][CH2:29][Si:30]([CH3:33])([CH3:32])[CH3:31])=[O:26])[NH:17]C(OC(C)(C)C)=O)=[CH:13][CH:12]=1)([OH:3])=[O:2].Cl.O1CCOCC1. No catalyst specified. The product is [C:1]([C:4]1[CH:9]=[CH:8][CH:7]=[CH:6][C:5]=1[NH:10][C:11]1[CH:35]=[CH:34][C:14]([CH2:15][C@@H:16]([C:25]([O:27][CH2:28][CH2:29][Si:30]([CH3:32])([CH3:31])[CH3:33])=[O:26])[NH2:17])=[CH:13][CH:12]=1)([OH:3])=[O:2]. The yield is 1.00. (3) The reactants are [CH3:1][O:2][C:3](=[O:21])[C:4]([C:7]1[CH:12]=[C:11]([Cl:13])[CH:10]=[CH:9][C:8]=1[O:14][C:15]1[CH:20]=[CH:19][CH:18]=[CH:17][CH:16]=1)=[CH:5]O.CCCCCC.C1(C)C=CC=CC=1. The catalyst is O. The product is [CH3:1][O:2][C:3]([C:4]1[C:7]2[CH:12]=[C:11]([Cl:13])[CH:10]=[CH:9][C:8]=2[O:14][C:15]2[CH:20]=[CH:19][CH:18]=[CH:17][C:16]=2[CH:5]=1)=[O:21]. The yield is 0.850.